From a dataset of Reaction yield outcomes from USPTO patents with 853,638 reactions. Predict the reaction yield, written as a fraction of the theoretical maximum amount of product (1.0 means a 100% yield; for example, 0.34 means a 34% yield). (1) The reactants are [CH3:1][O:2][C:3]([C:5]1([C:8]2[CH:13]=[CH:12][C:11]([OH:14])=[C:10]([C:15](=[N:17][OH:18])[CH3:16])[CH:9]=2)[CH2:7][CH2:6]1)=[O:4].[CH3:19][C:20](OC(C)=O)=[O:21]. No catalyst specified. The product is [C:20]([O:18]/[N:17]=[C:15](/[C:10]1[CH:9]=[C:8]([C:5]2([C:3]([O:2][CH3:1])=[O:4])[CH2:7][CH2:6]2)[CH:13]=[CH:12][C:11]=1[OH:14])\[CH3:16])(=[O:21])[CH3:19]. The yield is 0.990. (2) The catalyst is O1CCOCC1.O. The yield is 0.540. The reactants are [OH:1][CH2:2][CH:3]1[CH2:7][CH2:6][CH2:5][N:4]1[C:8]1[N:13]=[C:12]([NH:14][C:15]2[C:16]3[N:17]([CH:31]=[CH:32][N:33]=3)[N:18]=[C:19]([C:21]3[CH:22]=[C:23]([CH:28]=[CH:29][CH:30]=3)[C:24]([O:26]C)=[O:25])[CH:20]=2)[CH:11]=[CH:10][CH:9]=1.[OH-].[Na+]. The product is [OH:1][CH2:2][CH:3]1[CH2:7][CH2:6][CH2:5][N:4]1[C:8]1[N:13]=[C:12]([NH:14][C:15]2[C:16]3[N:17]([CH:31]=[CH:32][N:33]=3)[N:18]=[C:19]([C:21]3[CH:22]=[C:23]([CH:28]=[CH:29][CH:30]=3)[C:24]([OH:26])=[O:25])[CH:20]=2)[CH:11]=[CH:10][CH:9]=1.